Dataset: Reaction yield outcomes from USPTO patents with 853,638 reactions. Task: Predict the reaction yield, written as a fraction of the theoretical maximum amount of product (1.0 means a 100% yield; for example, 0.34 means a 34% yield). (1) The reactants are O([C:9]1[CH:18]=[CH:17][C:16]2[CH2:15][CH2:14][CH2:13][CH2:12][C:11]=2[C:10]=1[N+:19]([O-:21])=[O:20])S(C(F)(F)F)(=O)=O.[NH2:22][C:23]1[CH:32]=[CH:31][C:26]2[O:27][CH2:28][CH2:29][O:30][C:25]=2[CH:24]=1. No catalyst specified. The product is [N+:19]([C:10]1[C:11]2[CH2:12][CH2:13][CH2:14][CH2:15][C:16]=2[CH:17]=[CH:18][C:9]=1[NH:22][C:23]1[CH:32]=[CH:31][C:26]2[O:27][CH2:28][CH2:29][O:30][C:25]=2[CH:24]=1)([O-:21])=[O:20]. The yield is 0.980. (2) The reactants are [CH2:1]([Zn]CC)C.ICI.[Cl:9][C:10]1[CH:11]=[C:12](/[CH:17]=[CH:18]/[CH2:19][OH:20])[CH:13]=[CH:14][C:15]=1[Cl:16]. The catalyst is C(Cl)Cl. The product is [Cl:9][C:10]1[CH:11]=[C:12]([CH:17]2[CH2:1][CH:18]2[CH2:19][OH:20])[CH:13]=[CH:14][C:15]=1[Cl:16]. The yield is 0.720. (3) The reactants are [Cl:1][C:2]1[CH:7]=[CH:6][CH:5]=[CH:4][C:3]=1[CH:8]([O:10][C:11]([NH:13][C:14]1[C:15]([C:19]2[CH:32]=[CH:31][C:22]([CH2:23][S:24][CH2:25][CH2:26][C:27]([O:29][CH3:30])=[O:28])=[CH:21][CH:20]=2)=[N:16][O:17][CH:18]=1)=[O:12])[CH3:9].CCCCCC. The catalyst is C(O)C. The product is [Cl:1][C:2]1[CH:7]=[CH:6][CH:5]=[CH:4][C:3]=1[C@H:8]([O:10][C:11]([NH:13][C:14]1[C:15]([C:19]2[CH:32]=[CH:31][C:22]([CH2:23][S:24][CH2:25][CH2:26][C:27]([O:29][CH3:30])=[O:28])=[CH:21][CH:20]=2)=[N:16][O:17][CH:18]=1)=[O:12])[CH3:9]. The yield is 0.490.